Dataset: Retrosynthesis with 50K atom-mapped reactions and 10 reaction types from USPTO. Task: Predict the reactants needed to synthesize the given product. Given the product O=[N+]([O-])c1c(Nc2ccccc2)ccc2cccnc12, predict the reactants needed to synthesize it. The reactants are: Nc1ccccc1.O=[N+]([O-])c1c(Cl)ccc2cccnc12.